From a dataset of Full USPTO retrosynthesis dataset with 1.9M reactions from patents (1976-2016). Predict the reactants needed to synthesize the given product. Given the product [CH3:1][O:2][C:3]1[CH:22]=[CH:21][C:6]([C:7]([NH:9][C:10]2[CH:11]=[C:12]([CH:17]=[CH:18][C:19]=2[NH:20][C:45](=[O:46])[C:44]2[CH:48]=[CH:49][C:41]([C:37]([CH3:39])([CH3:38])[CH3:40])=[CH:42][CH:43]=2)[C:13]([O:15][CH3:16])=[O:14])=[O:8])=[CH:5][CH:4]=1, predict the reactants needed to synthesize it. The reactants are: [CH3:1][O:2][C:3]1[CH:22]=[CH:21][C:6]([C:7]([NH:9][C:10]2[CH:11]=[C:12]([CH:17]=[CH:18][C:19]=2[NH2:20])[C:13]([O:15][CH3:16])=[O:14])=[O:8])=[CH:5][CH:4]=1.C(#N)C.C(Cl)(Cl)Cl.C(N(CC)CC)C.[C:37]([C:41]1[CH:49]=[CH:48][C:44]([C:45](Cl)=[O:46])=[CH:43][CH:42]=1)([CH3:40])([CH3:39])[CH3:38].